From a dataset of Catalyst prediction with 721,799 reactions and 888 catalyst types from USPTO. Predict which catalyst facilitates the given reaction. (1) Reactant: [CH3:1][O:2][C:3]1[CH:8]=[C:7]([O:9][CH3:10])[CH:6]=[CH:5][C:4]=1[NH:11][CH2:12][C@@H:13]([NH:16][C:17](=[O:43])[C@@H:18]([NH:23][C@@H:24]([C:29]1[CH:34]=[CH:33][C:32]([O:35][Si:36]([CH3:42])([CH3:41])[C:37]([CH3:40])([CH3:39])[CH3:38])=[CH:31][CH:30]=1)[C:25]([F:28])([F:27])[F:26])[CH2:19][CH:20]([CH3:22])[CH3:21])[CH2:14][CH3:15].[F-].C([N+](CCCC)(CCCC)CCCC)CCC. Product: [CH3:1][O:2][C:3]1[CH:8]=[C:7]([O:9][CH3:10])[CH:6]=[CH:5][C:4]=1[NH:11][CH2:12][C@@H:13]([NH:16][C:17](=[O:43])[C@@H:18]([NH:23][C@@H:24]([C:29]1[CH:34]=[CH:33][C:32]([O:35][Si:36]([CH3:42])([CH3:41])[C:37]([CH3:40])([CH3:39])[CH3:38])=[CH:31][CH:30]=1)[C:25]([F:26])([F:27])[F:28])[CH2:19][CH:20]([CH3:21])[CH3:22])[CH2:14][CH3:15].[CH3:1][O:2][C:3]1[CH:8]=[C:7]([O:9][CH3:10])[CH:6]=[CH:5][C:4]=1[NH:11][CH2:12][C@@H:13]([NH:16][C:17](=[O:43])[C@@H:18]([NH:23][C@@H:24]([C:29]1[CH:34]=[CH:33][C:32]([OH:35])=[CH:31][CH:30]=1)[C:25]([F:26])([F:28])[F:27])[CH2:19][CH:20]([CH3:21])[CH3:22])[CH2:14][CH3:15]. The catalyst class is: 7. (2) Reactant: [Cl:1][C:2]1[CH:7]=[C:6]([N+:8]([O-])=O)[CH:5]=[CH:4][C:3]=1[O:11][C:12]1[CH:17]=[CH:16][CH:15]=[C:14]([C:18]([F:25])([F:24])[CH2:19][C:20]([CH3:23])([CH3:22])[CH3:21])[CH:13]=1.[Cl-].[Ca+2].[Cl-].O. Product: [Cl:1][C:2]1[CH:7]=[C:6]([CH:5]=[CH:4][C:3]=1[O:11][C:12]1[CH:17]=[CH:16][CH:15]=[C:14]([C:18]([F:24])([F:25])[CH2:19][C:20]([CH3:21])([CH3:22])[CH3:23])[CH:13]=1)[NH2:8]. The catalyst class is: 8. (3) Reactant: [C:1]1([CH2:7][S:8](Cl)(=[O:10])=[O:9])[CH:6]=[CH:5][CH:4]=[CH:3][CH:2]=1.C(N(CC)CC)C.[NH:19]1[CH2:24][CH2:23][CH:22]([CH2:25][N:26]2[C:34]3[C:29](=[N:30][C:31]([C:35]4[CH:36]=[N:37][N:38]([CH:40]5[CH2:45][CH2:44][CH2:43][CH2:42][O:41]5)[CH:39]=4)=[CH:32][CH:33]=3)[CH:28]=[CH:27]2)[CH2:21][CH2:20]1.CO. Product: [CH2:7]([S:8]([N:19]1[CH2:20][CH2:21][CH:22]([CH2:25][N:26]2[C:34]3[C:29](=[N:30][C:31]([C:35]4[CH:36]=[N:37][N:38]([CH:40]5[CH2:45][CH2:44][CH2:43][CH2:42][O:41]5)[CH:39]=4)=[CH:32][CH:33]=3)[CH:28]=[CH:27]2)[CH2:23][CH2:24]1)(=[O:10])=[O:9])[C:1]1[CH:6]=[CH:5][CH:4]=[CH:3][CH:2]=1. The catalyst class is: 46. (4) Reactant: C(=O)([O-])[O-].[K+].[K+].Br[CH2:8][CH2:9][CH2:10][O:11][Si:12]([C:15]([CH3:18])([CH3:17])[CH3:16])([CH3:14])[CH3:13].[Cl:19][C:20]1[CH:25]=[C:24](/[C:26](/[C:34]2[CH:39]=[CH:38][C:37]([CH:40]3[CH2:42][CH2:41]3)=[C:36]([O:43][CH3:44])[N:35]=2)=[CH:27]\[CH:28]2[CH2:33][CH2:32][O:31][CH2:30][CH2:29]2)[CH:23]=[CH:22][C:21]=1[OH:45].O. Product: [Si:12]([O:11][CH2:10][CH2:9][CH2:8][O:45][C:21]1[CH:22]=[CH:23][C:24](/[C:26](/[C:34]2[N:35]=[C:36]([O:43][CH3:44])[C:37]([CH:40]3[CH2:41][CH2:42]3)=[CH:38][CH:39]=2)=[CH:27]\[CH:28]2[CH2:33][CH2:32][O:31][CH2:30][CH2:29]2)=[CH:25][C:20]=1[Cl:19])([C:15]([CH3:18])([CH3:17])[CH3:16])([CH3:14])[CH3:13]. The catalyst class is: 9. (5) Reactant: Cl.[CH:2]1[C:14]2[NH:13][C:12]3[C:7](=[CH:8][CH:9]=[CH:10][CH:11]=3)[C:6]=2[CH:5]=[CH:4][C:3]=1[O:15][CH2:16][CH2:17][NH:18][CH2:19][CH:20]([C:22]1[CH:23]=[CH:24][C:25]([O:31][CH2:32][C:33]2[CH:38]=[CH:37][CH:36]=[CH:35][CH:34]=2)=[C:26]([NH:28][CH:29]=O)[CH:27]=1)[OH:21].[H-].[Al+3].[Li+].[H-].[H-].[H-].CO.C(Cl)(Cl)Cl. Product: [CH:2]1[C:14]2[NH:13][C:12]3[C:7](=[CH:8][CH:9]=[CH:10][CH:11]=3)[C:6]=2[CH:5]=[CH:4][C:3]=1[O:15][CH2:16][CH2:17][NH:18][CH2:19][CH:20]([C:22]1[CH:23]=[CH:24][C:25]([O:31][CH2:32][C:33]2[CH:34]=[CH:35][CH:36]=[CH:37][CH:38]=2)=[C:26]([NH:28][CH3:29])[CH:27]=1)[OH:21]. The catalyst class is: 7. (6) Reactant: [CH3:1][NH:2][C:3](SC)=[CH:4][N+:5]([O-:7])=[O:6].[CH3:10][N:11]([C:13]1[C:18]([Cl:19])=[CH:17][C:16]([C:20]([F:23])([F:22])[F:21])=[CH:15][N:14]=1)[NH2:12]. The catalyst class is: 12. Product: [CH3:1][NH:2][C:3]([NH:12][N:11]([CH3:10])[C:13]1[C:18]([Cl:19])=[CH:17][C:16]([C:20]([F:22])([F:21])[F:23])=[CH:15][N:14]=1)=[CH:4][N+:5]([O-:7])=[O:6]. (7) Reactant: [CH2:1]([O:8][C:9]1[CH:18]=[C:17]([O:19][CH2:20][C:21]2[CH:26]=[CH:25][CH:24]=[CH:23][CH:22]=2)[C:16]([S:27](=[O:34])(=[O:33])[N:28]([CH3:32])[CH2:29][CH2:30][CH3:31])=[CH:15][C:10]=1[C:11]([O:13]C)=[O:12])[C:2]1[CH:7]=[CH:6][CH:5]=[CH:4][CH:3]=1.[OH-].[Na+]. Product: [CH2:1]([O:8][C:9]1[CH:18]=[C:17]([O:19][CH2:20][C:21]2[CH:22]=[CH:23][CH:24]=[CH:25][CH:26]=2)[C:16]([S:27](=[O:33])(=[O:34])[N:28]([CH3:32])[CH2:29][CH2:30][CH3:31])=[CH:15][C:10]=1[C:11]([OH:13])=[O:12])[C:2]1[CH:7]=[CH:6][CH:5]=[CH:4][CH:3]=1. The catalyst class is: 92.